This data is from Catalyst prediction with 721,799 reactions and 888 catalyst types from USPTO. The task is: Predict which catalyst facilitates the given reaction. (1) Product: [C:1]([O:5][C:6](=[O:25])[NH:7][C:8]1[CH:13]=[CH:12][C:11]([C:14]2[CH:19]=[CH:18][CH:17]=[C:16]([F:20])[C:15]=2[F:21])=[CH:10][C:9]=1[NH2:22])([CH3:4])([CH3:2])[CH3:3]. Reactant: [C:1]([O:5][C:6](=[O:25])[NH:7][C:8]1[CH:13]=[CH:12][C:11]([C:14]2[CH:19]=[CH:18][CH:17]=[C:16]([F:20])[C:15]=2[F:21])=[CH:10][C:9]=1[N+:22]([O-])=O)([CH3:4])([CH3:3])[CH3:2]. The catalyst class is: 45. (2) Reactant: [F:1][C:2]1[CH:8]=[CH:7][C:5]([NH2:6])=CC=1.C(=O)C.[CH:12](/[NH:15][C:16](=[O:25])[O:17][CH2:18][C:19]1[CH:24]=[CH:23][CH:22]=[CH:21][CH:20]=1)=[CH:13]\[CH3:14].[CH2:26]1[CH2:31]CC[CH2:28][CH2:27]1. Product: [F:1][C:2]1[CH:14]=[C:13]2[C:5](=[CH:7][CH:8]=1)[NH:6][C@@H:27]([CH3:28])[C@H:26]([CH3:31])[C@H:12]2[NH:15][C:16](=[O:25])[O:17][CH2:18][C:19]1[CH:20]=[CH:21][CH:22]=[CH:23][CH:24]=1. The catalyst class is: 91. (3) Product: [CH3:7][O:8][C:9]1[CH:14]=[CH:13][C:12]([CH2:15][CH2:16][CH2:17][CH2:18][NH2:19])=[CH:11][CH:10]=1. Reactant: [H-].[Al+3].[Li+].[H-].[H-].[H-].[CH3:7][O:8][C:9]1[CH:14]=[CH:13][C:12]([CH2:15][CH2:16][CH2:17][CH2:18][N:19]=[N+]=[N-])=[CH:11][CH:10]=1.O. The catalyst class is: 1. (4) Product: [CH3:1][O:2][C:3]1[CH:8]=[C:7]([C:9]([NH:11][C:17](=[O:18])/[CH:16]=[CH:15]\[C:14]([OH:19])=[O:13])=[O:10])[CH:6]=[CH:5][N:4]=1. The catalyst class is: 1. Reactant: [CH3:1][O:2][C:3]1[CH:8]=[C:7]([C:9]([NH:11]N)=[O:10])[CH:6]=[CH:5][N:4]=1.[O:13]1[C:17](=[O:18])[CH:16]=[CH:15][C:14]1=[O:19]. (5) Reactant: [NH2:1][C:2]1[CH:7]=[C:6]([C:8]2[CH:13]=[CH:12][C:11]([O:14][CH2:15][CH3:16])=[C:10]([C:17]([F:20])([F:19])[F:18])[CH:9]=2)[N:5]=[C:4]([C:21]#[N:22])[C:3]=1[N+:23]([O-])=O. Product: [NH2:23][C:3]1[C:4]([C:21]#[N:22])=[N:5][C:6]([C:8]2[CH:13]=[CH:12][C:11]([O:14][CH2:15][CH3:16])=[C:10]([C:17]([F:20])([F:18])[F:19])[CH:9]=2)=[CH:7][C:2]=1[NH2:1]. The catalyst class is: 153. (6) Product: [CH2:24]([NH:26][C:27]([NH:28][C:29]1[N:34]=[CH:33][C:32]([C:35]2[CH:36]=[N:37][CH:38]=[C:39]([C:41]3[NH:44][C:17](=[S:18])[O:43][N:42]=3)[CH:40]=2)=[C:31]([C:45]2[S:46][CH:47]=[C:48]([C:50]([F:53])([F:51])[F:52])[N:49]=2)[CH:30]=1)=[O:54])[CH3:25]. Reactant: C1CCN2C(=NCCC2)CC1.N1C=CN=C1[C:17](C1NC=CN=1)=[S:18].[CH2:24]([NH:26][C:27](=[O:54])[NH:28][C:29]1[N:34]=[CH:33][C:32]([C:35]2[CH:36]=[N:37][CH:38]=[C:39]([C:41](=[NH:44])[NH:42][OH:43])[CH:40]=2)=[C:31]([C:45]2[S:46][CH:47]=[C:48]([C:50]([F:53])([F:52])[F:51])[N:49]=2)[CH:30]=1)[CH3:25]. The catalyst class is: 10.